Dataset: Forward reaction prediction with 1.9M reactions from USPTO patents (1976-2016). Task: Predict the product of the given reaction. (1) Given the reactants [CH3:1][C:2]1[N:7]=[CH:6][C:5]([N:8]2[CH:12]=[C:11]([C:13]3[CH:18]=[CH:17][CH:16]=[CH:15][N:14]=3)[N:10]=[C:9]2[C:19]2[CH:24]=[CH:23][C:22]([NH:25][C:26]3[C:31]([N+:32]([O-])=O)=[CH:30][CH:29]=[CH:28][N:27]=3)=[CH:21][CH:20]=2)=[CH:4][CH:3]=1.[H][H], predict the reaction product. The product is: [CH3:1][C:2]1[N:7]=[CH:6][C:5]([N:8]2[CH:12]=[C:11]([C:13]3[CH:18]=[CH:17][CH:16]=[CH:15][N:14]=3)[N:10]=[C:9]2[C:19]2[CH:20]=[CH:21][C:22]([NH:25][C:26]3[C:31]([NH2:32])=[CH:30][CH:29]=[CH:28][N:27]=3)=[CH:23][CH:24]=2)=[CH:4][CH:3]=1. (2) Given the reactants [CH3:1][C:2]1[CH:3]=[C:4]([N:20]2[CH2:24][CH2:23][NH:22][C:21]2=[O:25])[CH:5]=[N:6][C:7]=1[O:8][CH2:9][CH2:10][C@@H:11]1[CH2:13][C@@H:12]1[CH:14]1[CH2:19][CH2:18][NH:17][CH2:16][CH2:15]1.C([O-])([O-])=O.[K+].[K+].[N:32]#[C:33]Br, predict the reaction product. The product is: [CH3:1][C:2]1[C:7]([O:8][CH2:9][CH2:10][C@@H:11]2[CH2:13][C@@H:12]2[CH:14]2[CH2:19][CH2:18][N:17]([C:33]#[N:32])[CH2:16][CH2:15]2)=[N:6][CH:5]=[C:4]([N:20]2[CH2:24][CH2:23][NH:22][C:21]2=[O:25])[CH:3]=1. (3) The product is: [C:1]([C:5]1[NH:6][C:7](=[O:30])[C:8]2[CH:14]=[C:13]([C:15]3[CH:22]=[CH:21][C:18]([C:19]4[N:39]=[CH:34][O:36][N:20]=4)=[CH:17][CH:16]=3)[C:12]([C:23]3[CH:28]=[CH:27][CH:26]=[CH:25][C:24]=3[Cl:29])=[N:11][C:9]=2[N:10]=1)([CH3:4])([CH3:2])[CH3:3]. Given the reactants [C:1]([C:5]1[NH:6][C:7](=[O:30])[C:8]2[CH:14]=[C:13]([C:15]3[CH:22]=[CH:21][C:18]([C:19]#[N:20])=[CH:17][CH:16]=3)[C:12]([C:23]3[CH:28]=[CH:27][CH:26]=[CH:25][C:24]=3[Cl:29])=[N:11][C:9]=2[N:10]=1)([CH3:4])([CH3:3])[CH3:2].Cl.NO.[CH2:34]([OH:36])C.CC[N:39](CC)CC, predict the reaction product. (4) The product is: [Cl:38][CH2:2][C:3]1[CH:4]=[CH:5][C:6]([CH3:35])=[C:7]([NH:9][C:10](=[O:34])[C:11]2[CH:16]=[CH:15][C:14]([NH:17][C:18]3[N:27]=[C:26]([C:28]4[CH:33]=[CH:32][CH:31]=[CH:30][CH:29]=4)[C:25]4[C:20](=[CH:21][CH:22]=[CH:23][CH:24]=4)[N:19]=3)=[CH:13][CH:12]=2)[CH:8]=1. Given the reactants O[CH2:2][C:3]1[CH:4]=[CH:5][C:6]([CH3:35])=[C:7]([NH:9][C:10](=[O:34])[C:11]2[CH:16]=[CH:15][C:14]([NH:17][C:18]3[N:27]=[C:26]([C:28]4[CH:33]=[CH:32][CH:31]=[CH:30][CH:29]=4)[C:25]4[C:20](=[CH:21][CH:22]=[CH:23][CH:24]=4)[N:19]=3)=[CH:13][CH:12]=2)[CH:8]=1.S(Cl)([Cl:38])=O, predict the reaction product. (5) Given the reactants [F:1][C:2]1[CH:3]=[C:4]([N:21]2[CH2:25][C@H:24]([CH2:26][N:27]3[CH:31]=[CH:30][N:29]=[N:28]3)[O:23][C:22]2=[O:32])[CH:5]=[CH:6][C:7]=1[C:8]1[CH:9]=[N:10][C:11]([C:14]2[CH2:18][C@@H:17]([CH2:19][OH:20])[O:16][N:15]=2)=[CH:12][CH:13]=1.C(N(C(C)C)CC)(C)C.[CH3:42][O:43][CH2:44][CH2:45][O:46][CH2:47]Cl, predict the reaction product. The product is: [F:1][C:2]1[CH:3]=[C:4]([N:21]2[CH2:25][C@H:24]([CH2:26][N:27]3[CH:31]=[CH:30][N:29]=[N:28]3)[O:23][C:22]2=[O:32])[CH:5]=[CH:6][C:7]=1[C:8]1[CH:9]=[N:10][C:11]([C:14]2[CH2:18][C@@H:17]([CH2:19][O:20][CH2:42][O:43][CH2:44][CH2:45][O:46][CH3:47])[O:16][N:15]=2)=[CH:12][CH:13]=1. (6) The product is: [C:1]([C:5]1[N:6]=[C:7]([N:16]2[CH2:20][CH2:19][C:18]([F:21])([F:22])[CH2:17]2)[C:8]2[N:13]=[N:12][N:11]([CH2:14][C:15]3[CH:50]=[CH:49][C:48]([F:51])=[CH:47][C:46]=3[Cl:52])[C:9]=2[N:10]=1)([CH3:2])([CH3:3])[CH3:4]. Given the reactants [C:1]([C:5]1[N:6]=[C:7]([N:16]2[CH2:20][CH2:19][C:18]([F:22])([F:21])[CH2:17]2)[C:8]2[N:13]=[N:12][N:11]([CH2:14][CH3:15])[C:9]=2[N:10]=1)([CH3:4])([CH3:3])[CH3:2].C(C1N=C(N2CCC(F)(F)C2)C2N=NNC=2N=1)(C)(C)C.BrCC1[CH:50]=[CH:49][C:48]([F:51])=[CH:47][C:46]=1[Cl:52], predict the reaction product. (7) Given the reactants [NH:1]1[CH:5]=[CH:4][N:3]=[C:2]1[CH2:6][C:7]#[N:8].C([O:11][C:12](=O)[CH:13]([C:17]1[N:18]=[C:19]([CH3:22])[S:20][CH:21]=1)[C:14]([CH3:16])=O)C.C([O-])(=O)C.[NH4+], predict the reaction product. The product is: [CH3:16][C:14]1[C:6]([C:7]#[N:8])=[C:2]2[NH:3][CH:4]=[CH:5][N:1]2[C:12](=[O:11])[C:13]=1[C:17]1[N:18]=[C:19]([CH3:22])[S:20][CH:21]=1. (8) Given the reactants CN1C(C)(C)C(=O)N(C)C1=O.[F:12][C:13]1[CH:30]=[C:29]2[C:16]([S:17](=[O:32])(=[O:31])[NH:18][C:19]3[C:28]2=[CH:27][CH:26]=[C:25]2[C:20]=3[N:21]=[CH:22][CH:23]=[CH:24]2)=[CH:15][CH:14]=1.C(Cl)(Cl)[Cl:34], predict the reaction product. The product is: [Cl:34][C:26]1[CH:27]=[C:28]2[C:19](=[C:20]3[C:25]=1[CH:24]=[CH:23][CH:22]=[N:21]3)[NH:18][S:17](=[O:31])(=[O:32])[C:16]1[C:29]2=[CH:30][C:13]([F:12])=[CH:14][CH:15]=1.